From a dataset of Reaction yield outcomes from USPTO patents with 853,638 reactions. Predict the reaction yield, written as a fraction of the theoretical maximum amount of product (1.0 means a 100% yield; for example, 0.34 means a 34% yield). (1) The reactants are [OH:1][C:2]1[C:3](=[O:13])[C:4]2[C:9]([C:10](=[O:12])[CH:11]=1)=[CH:8][CH:7]=[CH:6][CH:5]=2.[I-].[Na+].C(N(CC)CC)C.C(Br)[CH:24]=[CH:25][C:26]1[CH:31]=CC=C[CH:27]=1. The catalyst is CS(C)=O. The product is [CH3:27][C:26]([CH3:31])=[CH:25][CH2:24][C:11]1[C:10](=[O:12])[C:9]2[CH:8]=[CH:7][CH:6]=[CH:5][C:4]=2[C:3](=[O:13])[C:2]=1[OH:1]. The yield is 0.100. (2) The reactants are [F:1][C:2]1[CH:30]=[CH:29][C:5]([O:6][C:7]2[C:8]([NH:20][C:21]3[CH:28]=[CH:27][C:24]([C:25]#[N:26])=[CH:23][N:22]=3)=[N:9][CH:10]=[C:11]([S:13][C:14]3[N:19]=[CH:18][CH:17]=[CH:16][N:15]=3)[CH:12]=2)=[CH:4][CH:3]=1.C([Sn]([N:44]=[N+:45]=[N-:46])(CCCC)CCCC)CCC. The catalyst is C1(C)C=CC=CC=1. The product is [F:1][C:2]1[CH:3]=[CH:4][C:5]([O:6][C:7]2[C:8]([NH:20][C:21]3[CH:28]=[CH:27][C:24]([C:25]4[NH:46][N:45]=[N:44][N:26]=4)=[CH:23][N:22]=3)=[N:9][CH:10]=[C:11]([S:13][C:14]3[N:15]=[CH:16][CH:17]=[CH:18][N:19]=3)[CH:12]=2)=[CH:29][CH:30]=1. The yield is 0.600.